This data is from Full USPTO retrosynthesis dataset with 1.9M reactions from patents (1976-2016). The task is: Predict the reactants needed to synthesize the given product. Given the product [CH2:20]([N:24]1[C:25]2[C:30](=[CH:29][CH:28]=[CH:27][N:26]=2)[C:31]([C:32]2[CH:37]=[CH:36][CH:35]=[C:34]([O:38][CH3:39])[CH:33]=2)=[C:12]([NH2:9])[C:13]1=[O:14])[CH2:21][CH2:22][CH3:23], predict the reactants needed to synthesize it. The reactants are: C1C=C2C([N:9]([CH2:12][C:13](O)=[O:14])C(=O)C2=CC=1)=O.S(Cl)(Cl)=O.[CH2:20]([NH:24][C:25]1[C:30]([C:31](=O)[C:32]2[CH:37]=[CH:36][CH:35]=[C:34]([O:38][CH3:39])[CH:33]=2)=[CH:29][CH:28]=[CH:27][N:26]=1)[CH2:21][CH2:22][CH3:23].C(=O)([O-])[O-].[K+].[K+].CN.